Task: Predict the reactants needed to synthesize the given product.. Dataset: Full USPTO retrosynthesis dataset with 1.9M reactions from patents (1976-2016) Given the product [OH:10][C:11]1[CH:16]=[CH:15][C:14]([N+:17]([O-:19])=[O:18])=[CH:13][CH:12]=1, predict the reactants needed to synthesize it. The reactants are: [Cl-].[Al+3].[Cl-].[Cl-].NC(N)=S.C[O:10][C:11]1[CH:16]=[CH:15][C:14]([N+:17]([O-:19])=[O:18])=[CH:13][CH:12]=1.Cl.